From a dataset of Reaction yield outcomes from USPTO patents with 853,638 reactions. Predict the reaction yield, written as a fraction of the theoretical maximum amount of product (1.0 means a 100% yield; for example, 0.34 means a 34% yield). (1) The reactants are [F:1][C:2]1[CH:7]=[CH:6][C:5]([N:8]2[C:12](=[O:13])[N:11]([CH3:14])[N:10]=[N:9]2)=[C:4]([O:15]C(C)C)[CH:3]=1.[N+:19]([O-])([OH:21])=[O:20]. The catalyst is OS(O)(=O)=O. The product is [F:1][C:2]1[C:7]([N+:19]([O-:21])=[O:20])=[CH:6][C:5]([N:8]2[C:12](=[O:13])[N:11]([CH3:14])[N:10]=[N:9]2)=[C:4]([OH:15])[CH:3]=1. The yield is 0.830. (2) The reactants are [CH2:1](Br)[C:2]1[CH:7]=[CH:6][CH:5]=[CH:4][CH:3]=1.[F:9][C:10]1[CH:11]=[C:12]([OH:19])[CH:13]=[CH:14][C:15]=1[N+:16]([O-:18])=[O:17].C(=O)([O-])[O-].[K+].[K+].[Cl-].[Na+]. The catalyst is CN(C)C=O. The product is [CH2:1]([O:19][C:12]1[CH:13]=[CH:14][C:15]([N+:16]([O-:18])=[O:17])=[C:10]([F:9])[CH:11]=1)[C:2]1[CH:7]=[CH:6][CH:5]=[CH:4][CH:3]=1. The yield is 0.945. (3) The reactants are [OH:1][CH2:2][C:3]1[CH:8]=[CH:7][C:6](B(O)O)=[CH:5][CH:4]=1.Br[C:13]1[CH:18]=[CH:17][C:16]([O:19][CH2:20][CH:21]2[CH2:26][CH2:25][N:24]([C:27]([O:29][CH:30]([CH3:32])[CH3:31])=[O:28])[CH2:23][CH2:22]2)=[CH:15][CH:14]=1. No catalyst specified. The product is [OH:1][CH2:2][C:3]1[CH:8]=[CH:7][C:6]([C:13]2[CH:14]=[CH:15][C:16]([O:19][CH2:20][CH:21]3[CH2:22][CH2:23][N:24]([C:27]([O:29][CH:30]([CH3:32])[CH3:31])=[O:28])[CH2:25][CH2:26]3)=[CH:17][CH:18]=2)=[CH:5][CH:4]=1. The yield is 0.0400. (4) The reactants are [C:1]([C:5]1[CH:9]=[C:8]([NH:10][C:11]([NH:13][C@@H:14]2[C:23]3[C:18](=[CH:19][CH:20]=[CH:21][CH:22]=3)[C@H:17]([O:24][C:25]3[CH:26]=[CH:27][C:28]4[N:29]([C:31]([N:34]5[CH2:39][CH2:38][O:37][CH2:36][C@@H:35]5[CH3:40])=[N:32][N:33]=4)[CH:30]=3)[CH2:16][CH2:15]2)=[O:12])[N:7]([C:41]2[CH:42]=[C:43]([CH:52]=[CH:53][CH:54]=2)[O:44][CH2:45][CH2:46][O:47]S(C)(=O)=O)[N:6]=1)([CH3:4])([CH3:3])[CH3:2].[CH3:55][NH:56][CH3:57].C1C[O:61]CC1. No catalyst specified. The product is [CH:46]([OH:47])=[O:61].[C:1]([C:5]1[CH:9]=[C:8]([NH:10][C:11]([NH:13][C@@H:14]2[C:23]3[C:18](=[CH:19][CH:20]=[CH:21][CH:22]=3)[C@H:17]([O:24][C:25]3[CH:26]=[CH:27][C:28]4[N:29]([C:31]([N:34]5[CH2:39][CH2:38][O:37][CH2:36][C@@H:35]5[CH3:40])=[N:32][N:33]=4)[CH:30]=3)[CH2:16][CH2:15]2)=[O:12])[N:7]([C:41]2[CH:54]=[CH:53][CH:52]=[C:43]([O:44][CH2:45][CH2:46][N:56]([CH3:57])[CH3:55])[CH:42]=2)[N:6]=1)([CH3:3])([CH3:2])[CH3:4]. The yield is 0.340. (5) The reactants are [CH3:1][O:2][C:3]1[CH:4]=[C:5]2[C:10](=[CH:11][CH:12]=1)[CH:9]=[N:8][CH:7]=[CH:6]2.C1C=C([Cl:19])C=C(C(OO)=[O:21])C=1.Cl. The catalyst is C(Cl)Cl.CCOCC. The product is [ClH:19].[CH3:1][O:2][C:3]1[CH:4]=[C:5]2[C:10](=[CH:11][CH:12]=1)[CH:9]=[N+:8]([O-:21])[CH:7]=[CH:6]2. The yield is 0.990. (6) The catalyst is O1CCOCC1.O.C(OCC)(=O)C.C1C=CC([P]([Pd]([P](C2C=CC=CC=2)(C2C=CC=CC=2)C2C=CC=CC=2)([P](C2C=CC=CC=2)(C2C=CC=CC=2)C2C=CC=CC=2)[P](C2C=CC=CC=2)(C2C=CC=CC=2)C2C=CC=CC=2)(C2C=CC=CC=2)C2C=CC=CC=2)=CC=1. The product is [CH3:1][O:2][C:3]([C:5]1[CH:6]=[C:7]([Cl:24])[CH:8]=[C:9]2[C:14]=1[NH:13][CH:12]([C:15]1[CH:16]=[C:17]([C:31]3[CH:32]=[CH:33][C:28]([CH:25]([CH3:27])[CH3:26])=[CH:29][CH:30]=3)[CH:18]=[CH:19][CH:20]=1)[C:11]([CH3:23])([CH3:22])[CH2:10]2)=[O:4]. The reactants are [CH3:1][O:2][C:3]([C:5]1[CH:6]=[C:7]([Cl:24])[CH:8]=[C:9]2[C:14]=1[NH:13][CH:12]([C:15]1[CH:20]=[CH:19][CH:18]=[C:17](Br)[CH:16]=1)[C:11]([CH3:23])([CH3:22])[CH2:10]2)=[O:4].[CH:25]([C:28]1[CH:33]=[CH:32][C:31](B(O)O)=[CH:30][CH:29]=1)([CH3:27])[CH3:26].C(=O)([O-])[O-].[Na+].[Na+]. The yield is 0.534. (7) The reactants are [Cl:1][C:2]1[CH:3]=[CH:4][C:5]([F:11])=[C:6]([C:8](=O)[CH3:9])[CH:7]=1.[O:12]1[CH2:17][CH2:16][N:15]([S:18]([C:21]2[CH:22]=[C:23]([CH:28]=[CH:29][CH:30]=2)[C:24]([NH:26][NH2:27])=[O:25])(=[O:20])=[O:19])[CH2:14][CH2:13]1. The catalyst is CO.C(O)(=O)C. The product is [Cl:1][C:2]1[CH:3]=[CH:4][C:5]([F:11])=[C:6](/[C:8](=[N:27]/[NH:26][C:24](=[O:25])[C:23]2[CH:28]=[CH:29][CH:30]=[C:21]([S:18]([N:15]3[CH2:16][CH2:17][O:12][CH2:13][CH2:14]3)(=[O:19])=[O:20])[CH:22]=2)/[CH3:9])[CH:7]=1. The yield is 0.192. (8) The reactants are [CH2:1]([N:3]([CH:11]1[CH2:16][CH2:15][CH:14]([O:17][C:18]2[C:29]3[C:28]4[C@@H:27]([CH2:30][CH2:31][OH:32])[CH2:26][CH2:25][C:24]=4[S:23][C:22]=3[N:21]=[CH:20][N:19]=2)[CH2:13][CH2:12]1)[C:4](=[O:10])[O:5][C:6]([CH3:9])([CH3:8])[CH3:7])[CH3:2].C1C=C[NH+]=CC=1.C1C=C[NH+]=CC=1.[O-:45][Cr](O[Cr]([O-])(=O)=O)(=O)=O. The catalyst is CN(C=O)C.O. The product is [C:6]([O:5][C:4]([N:3]([CH2:1][CH3:2])[CH:11]1[CH2:12][CH2:13][CH:14]([O:17][C:18]2[C:29]3[C:28]4[C@@H:27]([CH2:30][C:31]([OH:45])=[O:32])[CH2:26][CH2:25][C:24]=4[S:23][C:22]=3[N:21]=[CH:20][N:19]=2)[CH2:15][CH2:16]1)=[O:10])([CH3:8])([CH3:7])[CH3:9]. The yield is 0.670. (9) The catalyst is CO.C(Cl)Cl.[Pd].O. The product is [F:38][C:32]1[CH:33]=[CH:34][CH:35]=[C:36]([F:37])[C:31]=1[C:29]1[S:30][C:26]([NH:25][C:23](=[O:24])[O:22][C:18]([CH3:20])([CH3:19])[CH3:21])=[C:27]([C:39](=[O:40])[NH:15][C:5]2[CH:4]=[N:3][N:2]([CH3:1])[C:6]=2[O:7][CH2:8][CH:9]2[CH2:14][CH2:13][O:12][CH2:11][CH2:10]2)[N:28]=1. The reactants are [CH3:1][N:2]1[C:6]([O:7][CH2:8][CH:9]2[CH2:14][CH2:13][O:12][CH2:11][CH2:10]2)=[C:5]([N+:15]([O-])=O)[CH:4]=[N:3]1.[C:18]([O:22][C:23]([NH:25][C:26]1[S:30][C:29]([C:31]2[C:36]([F:37])=[CH:35][CH:34]=[CH:33][C:32]=2[F:38])=[N:28][C:27]=1[C:39](O)=[O:40])=[O:24])([CH3:21])([CH3:20])[CH3:19].CN(C(ON1N=NC2C=CC=NC1=2)=[N+](C)C)C.F[P-](F)(F)(F)(F)F.CCN(C(C)C)C(C)C. The yield is 0.690.